Dataset: NCI-60 drug combinations with 297,098 pairs across 59 cell lines. Task: Regression. Given two drug SMILES strings and cell line genomic features, predict the synergy score measuring deviation from expected non-interaction effect. (1) Drug 1: C1=C(C(=O)NC(=O)N1)F. Drug 2: CC12CCC3C(C1CCC2O)C(CC4=C3C=CC(=C4)O)CCCCCCCCCS(=O)CCCC(C(F)(F)F)(F)F. Cell line: NCI/ADR-RES. Synergy scores: CSS=24.6, Synergy_ZIP=-13.0, Synergy_Bliss=-12.1, Synergy_Loewe=-11.2, Synergy_HSA=-10.9. (2) Drug 1: CC1OCC2C(O1)C(C(C(O2)OC3C4COC(=O)C4C(C5=CC6=C(C=C35)OCO6)C7=CC(=C(C(=C7)OC)O)OC)O)O. Drug 2: C#CCC(CC1=CN=C2C(=N1)C(=NC(=N2)N)N)C3=CC=C(C=C3)C(=O)NC(CCC(=O)O)C(=O)O. Cell line: SF-539. Synergy scores: CSS=7.49, Synergy_ZIP=-6.42, Synergy_Bliss=-8.51, Synergy_Loewe=-42.4, Synergy_HSA=-6.56. (3) Drug 1: CC1C(C(=O)NC(C(=O)N2CCCC2C(=O)N(CC(=O)N(C(C(=O)O1)C(C)C)C)C)C(C)C)NC(=O)C3=C4C(=C(C=C3)C)OC5=C(C(=O)C(=C(C5=N4)C(=O)NC6C(OC(=O)C(N(C(=O)CN(C(=O)C7CCCN7C(=O)C(NC6=O)C(C)C)C)C)C(C)C)C)N)C. Drug 2: C1CNP(=O)(OC1)N(CCCl)CCCl. Cell line: SW-620. Synergy scores: CSS=2.64, Synergy_ZIP=-5.08, Synergy_Bliss=-0.709, Synergy_Loewe=-34.7, Synergy_HSA=-0.957. (4) Drug 2: CNC(=O)C1=NC=CC(=C1)OC2=CC=C(C=C2)NC(=O)NC3=CC(=C(C=C3)Cl)C(F)(F)F. Synergy scores: CSS=34.6, Synergy_ZIP=-11.3, Synergy_Bliss=-8.48, Synergy_Loewe=-15.3, Synergy_HSA=-5.69. Drug 1: C1=CC(=CC=C1CCC2=CNC3=C2C(=O)NC(=N3)N)C(=O)NC(CCC(=O)O)C(=O)O. Cell line: A549. (5) Drug 1: CC1=C2C(C(=O)C3(C(CC4C(C3C(C(C2(C)C)(CC1OC(=O)C(C(C5=CC=CC=C5)NC(=O)OC(C)(C)C)O)O)OC(=O)C6=CC=CC=C6)(CO4)OC(=O)C)OC)C)OC. Drug 2: C1=CC(=C2C(=C1NCCNCCO)C(=O)C3=C(C=CC(=C3C2=O)O)O)NCCNCCO. Cell line: HOP-62. Synergy scores: CSS=70.5, Synergy_ZIP=4.49, Synergy_Bliss=2.68, Synergy_Loewe=6.69, Synergy_HSA=9.35. (6) Drug 1: C1CC(=O)NC(=O)C1N2CC3=C(C2=O)C=CC=C3N. Drug 2: CC1C(C(CC(O1)OC2CC(CC3=C2C(=C4C(=C3O)C(=O)C5=CC=CC=C5C4=O)O)(C(=O)C)O)N)O. Cell line: OVCAR-5. Synergy scores: CSS=31.8, Synergy_ZIP=-3.32, Synergy_Bliss=-4.88, Synergy_Loewe=-6.17, Synergy_HSA=-2.48. (7) Drug 1: CC1=C(C(CCC1)(C)C)C=CC(=CC=CC(=CC(=O)O)C)C. Drug 2: CC1=C(C=C(C=C1)NC(=O)C2=CC=C(C=C2)CN3CCN(CC3)C)NC4=NC=CC(=N4)C5=CN=CC=C5. Cell line: SF-539. Synergy scores: CSS=30.9, Synergy_ZIP=-3.26, Synergy_Bliss=3.28, Synergy_Loewe=-20.8, Synergy_HSA=5.55. (8) Drug 1: C1=CC(=C2C(=C1NCCNCCO)C(=O)C3=C(C=CC(=C3C2=O)O)O)NCCNCCO. Drug 2: C1=NC2=C(N=C(N=C2N1C3C(C(C(O3)CO)O)F)Cl)N. Cell line: NCIH23. Synergy scores: CSS=62.3, Synergy_ZIP=-7.63, Synergy_Bliss=-8.47, Synergy_Loewe=-13.1, Synergy_HSA=-4.03.